This data is from Full USPTO retrosynthesis dataset with 1.9M reactions from patents (1976-2016). The task is: Predict the reactants needed to synthesize the given product. (1) The reactants are: [CH:1]([C:4]1[CH:13]=[C:12]2[C:7]([C:8](=O)[C:9]([C:14]([O:16][CH2:17][CH3:18])=[O:15])=[CH:10][NH:11]2)=[CH:6][CH:5]=1)([CH3:3])[CH3:2].P(Cl)(Cl)([Cl:22])=O. Given the product [Cl:22][C:8]1[C:7]2[C:12](=[CH:13][C:4]([CH:1]([CH3:3])[CH3:2])=[CH:5][CH:6]=2)[N:11]=[CH:10][C:9]=1[C:14]([O:16][CH2:17][CH3:18])=[O:15], predict the reactants needed to synthesize it. (2) Given the product [CH2:29]([N:26]1[CH2:27][CH2:28][C:17]2[C:16]3[C:15]([NH2:14])=[CH:23][CH:22]=[CH:21][C:20]=3[NH:19][C:18]=2[CH2:24][CH2:25]1)[C:30]1[CH:35]=[CH:34][CH:33]=[CH:32][CH:31]=1, predict the reactants needed to synthesize it. The reactants are: C(=[N:14][C:15]1[C:16]2[C:17]3[CH2:28][CH2:27][N:26]([CH2:29][C:30]4[CH:35]=[CH:34][CH:33]=[CH:32][CH:31]=4)[CH2:25][CH2:24][C:18]=3[NH:19][C:20]=2[CH:21]=[CH:22][CH:23]=1)(C1C=CC=CC=1)C1C=CC=CC=1.Cl. (3) Given the product [CH3:25][O:24][C:6]1[CH:7]=[CH:8][C:9]2[C:10]3[C:11](=[N:12][NH:13][CH:14]=3)[C:2]([NH:37][C:36]3[CH:35]=[CH:34][C:33]([N:30]4[CH2:29][CH2:28][N:27]([CH3:26])[CH2:32][CH2:31]4)=[CH:39][CH:38]=3)=[N:3][C:4]=2[CH:5]=1, predict the reactants needed to synthesize it. The reactants are: Cl[C:2]1[C:11]2=[N:12][N:13](CC3C=CC(OC)=CC=3)[CH:14]=[C:10]2[C:9]2[CH:8]=[CH:7][C:6]([O:24][CH3:25])=[CH:5][C:4]=2[N:3]=1.[CH3:26][N:27]1[CH2:32][CH2:31][N:30]([C:33]2[CH:39]=[CH:38][C:36]([NH2:37])=[CH:35][CH:34]=2)[CH2:29][CH2:28]1.Cl. (4) Given the product [CH3:18][O:9][C:8](=[O:10])[C:7]1[CH:6]=[C:5]([CH:13]=[CH:12][C:11]=1[OH:14])[C:4]([O:3][CH2:1][CH3:2])=[O:15], predict the reactants needed to synthesize it. The reactants are: [CH2:1]([O:3][C:4](=[O:15])[C:5]1[CH:13]=[CH:12][C:11]([OH:14])=[C:7]([C:8]([OH:10])=[O:9])[CH:6]=1)[CH3:2].CI.[C:18](=O)([O-])O.[Na+]. (5) Given the product [CH3:15][O:7][C:6](=[O:8])[C:5]1[CH:9]=[CH:10][C:2]([Br:1])=[CH:3][CH:4]=1, predict the reactants needed to synthesize it. The reactants are: [Br:1][C:2]1[CH:10]=[CH:9][C:5]([C:6]([OH:8])=[O:7])=[CH:4][CH:3]=1.O=S(Cl)Cl.[CH3:15]O.